Dataset: Peptide-MHC class II binding affinity with 134,281 pairs from IEDB. Task: Regression. Given a peptide amino acid sequence and an MHC pseudo amino acid sequence, predict their binding affinity value. This is MHC class II binding data. (1) The peptide sequence is EMTYKNKVVKVLRPA. The MHC is HLA-DQA10201-DQB10402 with pseudo-sequence HLA-DQA10201-DQB10402. The binding affinity (normalized) is 0.557. (2) The peptide sequence is TATYGGKWLDAKSTW. The MHC is DRB1_0901 with pseudo-sequence DRB1_0901. The binding affinity (normalized) is 0.305.